Task: Predict the product of the given reaction.. Dataset: Forward reaction prediction with 1.9M reactions from USPTO patents (1976-2016) (1) Given the reactants [BH4-].[Na+].[CH:3]([C:5]1[C:14]2[C:9](=[CH:10][C:11]([C:15]([O:17][CH3:18])=[O:16])=[CH:12][CH:13]=2)[C:8]([C:19]2[C:24]([F:25])=[CH:23][C:22]([F:26])=[CH:21][C:20]=2[F:27])=[N:7][CH:6]=1)=[O:4].CO, predict the reaction product. The product is: [OH:4][CH2:3][C:5]1[C:14]2[C:9](=[CH:10][C:11]([C:15]([O:17][CH3:18])=[O:16])=[CH:12][CH:13]=2)[C:8]([C:19]2[C:20]([F:27])=[CH:21][C:22]([F:26])=[CH:23][C:24]=2[F:25])=[N:7][CH:6]=1. (2) Given the reactants [Cl:1][C:2]1[CH:7]=[CH:6][C:5]([CH:8]([OH:41])[C:9]2[C:18]3[C:17](=[O:19])[N:16]([CH2:20][CH2:21][CH2:22][O:23]C4CCCCO4)[C:15](=[O:30])[N:14]([CH3:31])[C:13]=3[N:12]=[CH:11][C:10]=2[C:32]2[CH:37]=[CH:36][CH:35]=[CH:34][C:33]=2[CH:38]([CH3:40])[CH3:39])=[CH:4][CH:3]=1.Cl.CO, predict the reaction product. The product is: [Cl:1][C:2]1[CH:7]=[CH:6][C:5]([CH:8]([OH:41])[C:9]2[C:18]3[C:17](=[O:19])[N:16]([CH2:20][CH2:21][CH2:22][OH:23])[C:15](=[O:30])[N:14]([CH3:31])[C:13]=3[N:12]=[CH:11][C:10]=2[C:32]2[CH:37]=[CH:36][CH:35]=[CH:34][C:33]=2[CH:38]([CH3:39])[CH3:40])=[CH:4][CH:3]=1. (3) Given the reactants Br.Br[CH2:3][C:4]([C:6]1[CH:11]=[CH:10][C:9]([Br:12])=[CH:8][N:7]=1)=[O:5].[CH3:13][C:14]1[NH:15][CH:16]=[C:17]([CH3:19])[N:18]=1.BrC1C=CC(C(=O)CN2C=CN=C2CCC)=NC=1, predict the reaction product. The product is: [Br:12][C:9]1[CH:10]=[CH:11][C:6]([C:4](=[O:5])[CH2:3][N:15]2[CH:16]=[C:17]([CH3:19])[N:18]=[C:14]2[CH3:13])=[N:7][CH:8]=1. (4) The product is: [Cl:1][C:2]1[CH:3]=[C:4]([NH:9][C:10]2[C:11]3[C:18]4[CH2:19][CH2:20][C:33]5[N:31]([CH2:30][CH2:29][OH:28])[N:32]=[CH:21][C:22]=5[C:17]=4[S:16][C:12]=3[N:13]=[CH:14][N:15]=2)[CH:5]=[CH:6][C:7]=1[F:8]. Given the reactants [Cl:1][C:2]1[CH:3]=[C:4]([NH:9][C:10]2[C:11]3[C:18]4[CH2:19][CH2:20][C:21](=O)[C:22](=CN(C)C)[C:17]=4[S:16][C:12]=3[N:13]=[CH:14][N:15]=2)[CH:5]=[CH:6][C:7]=1[F:8].[OH:28][CH2:29][CH2:30][N:31]([C:33](OC(C)(C)C)=O)[NH2:32], predict the reaction product.